Dataset: Forward reaction prediction with 1.9M reactions from USPTO patents (1976-2016). Task: Predict the product of the given reaction. (1) Given the reactants CS[C:3]1[N:8]=[C:7]([N:9]2[C:13]3[CH:14]=[CH:15][CH:16]=[CH:17][C:12]=3[N:11]=[N:10]2)[CH:6]=[CH:5][N:4]=1.ClNC(=O)CCC(N)=O.O.[CH:28]1([NH2:34])[CH2:33][CH2:32][CH2:31][CH2:30][CH2:29]1, predict the reaction product. The product is: [N:9]1([C:7]2[CH:6]=[CH:5][N:4]=[C:3]([NH:34][CH:28]3[CH2:33][CH2:32][CH2:31][CH2:30][CH2:29]3)[N:8]=2)[C:13]2[CH:14]=[CH:15][CH:16]=[CH:17][C:12]=2[N:11]=[N:10]1. (2) Given the reactants Cl.C(O[C:5]([C:7]1[CH:8]=[C:9]2[C:13](=[CH:14][CH:15]=1)[NH:12][N:11]=[C:10]2[C:16]1[CH:21]=[CH:20][C:19]([F:22])=[CH:18][CH:17]=1)=[NH:6])C.C(N(CC)CC)C.[O:30]1[CH:34]=[CH:33][CH:32]=[C:31]1[C:35]([NH:37][NH2:38])=O, predict the reaction product. The product is: [F:22][C:19]1[CH:18]=[CH:17][C:16]([C:10]2[C:9]3[C:13](=[CH:14][CH:15]=[C:7]([C:5]4[NH:6][C:35]([C:31]5[O:30][CH:34]=[CH:33][CH:32]=5)=[N:37][N:38]=4)[CH:8]=3)[NH:12][N:11]=2)=[CH:21][CH:20]=1. (3) Given the reactants [Cl:1][C:2]1[CH:3]=[C:4]([S:9][C:10]2[N:14]([C:15]3[CH:20]=[CH:19][CH:18]=[CH:17][CH:16]=3)[N:13]=[C:12]([CH3:21])[C:11]=2[CH2:22][OH:23])[CH:5]=[C:6]([Cl:8])[CH:7]=1.[CH2:24](Br)[C:25]1[CH:30]=[CH:29][CH:28]=[CH:27][CH:26]=1.[H-].[Na+].O, predict the reaction product. The product is: [CH2:24]([O:23][CH2:22][C:11]1[C:12]([CH3:21])=[N:13][N:14]([C:15]2[CH:20]=[CH:19][CH:18]=[CH:17][CH:16]=2)[C:10]=1[S:9][C:4]1[CH:3]=[C:2]([Cl:1])[CH:7]=[C:6]([Cl:8])[CH:5]=1)[C:25]1[CH:30]=[CH:29][CH:28]=[CH:27][CH:26]=1.